Regression. Given a peptide amino acid sequence and an MHC pseudo amino acid sequence, predict their binding affinity value. This is MHC class I binding data. From a dataset of Peptide-MHC class I binding affinity with 185,985 pairs from IEDB/IMGT. (1) The peptide sequence is SILSLETVKM. The MHC is HLA-A68:02 with pseudo-sequence HLA-A68:02. The binding affinity (normalized) is 0.139. (2) The peptide sequence is SVFEGIRAY. The MHC is HLA-B35:01 with pseudo-sequence HLA-B35:01. The binding affinity (normalized) is 1.00. (3) The peptide sequence is PSDTIHASF. The MHC is HLA-A11:01 with pseudo-sequence HLA-A11:01. The binding affinity (normalized) is 0.0847. (4) The peptide sequence is STSLSVSLVL. The MHC is Mamu-A02 with pseudo-sequence Mamu-A02. The binding affinity (normalized) is 0.609. (5) The peptide sequence is SEFSSLPSY. The MHC is HLA-B40:01 with pseudo-sequence HLA-B40:01. The binding affinity (normalized) is 0.152. (6) The peptide sequence is RGYVWTNGY. The MHC is HLA-A23:01 with pseudo-sequence HLA-A23:01. The binding affinity (normalized) is 0.0847. (7) The peptide sequence is TSAWVMYGT. The MHC is HLA-A68:02 with pseudo-sequence HLA-A68:02. The binding affinity (normalized) is 0.951.